Dataset: PAMPA (Parallel Artificial Membrane Permeability Assay) permeability data from NCATS. Task: Regression/Classification. Given a drug SMILES string, predict its absorption, distribution, metabolism, or excretion properties. Task type varies by dataset: regression for continuous measurements (e.g., permeability, clearance, half-life) or binary classification for categorical outcomes (e.g., BBB penetration, CYP inhibition). Dataset: pampa_ncats. (1) The drug is CC(=O)NC1CCC2=CC(=C(C(=C2C3=CC=C(C(=O)C=C13)SC)OC)OC)O. The result is 1 (high permeability). (2) The drug is C1=CC(=CC=C1NCC2=C(C(=CC(=C2)Cl)Br)O)[S+](=O)(NC3=NC=CS3)[O-]. The result is 1 (high permeability). (3) The drug is C1=CC(=C(C(=C1)F)C(=O)N2C(=NC(=N2)NC3=CC=C(C=C3)S(=O)(=O)N)N)F. The result is 0 (low-to-moderate permeability). (4) The molecule is C1=CC=C(C=C1)C2=CSC(=N2)NC(=O)C3=CC=CC=C3N4C=NN=N4. The result is 0 (low-to-moderate permeability). (5) The drug is C1=CC=C(C=C1)C2=CN3C(=CN=C3C4=CC=C(C=C4)C(=O)NCCCN5C=CN=C5)C=N2. The result is 0 (low-to-moderate permeability). (6) The drug is CC1=CC(=O)N2C(=N1)N=C(N2)NC(=O)C3=CC=CC=C3OC. The result is 0 (low-to-moderate permeability). (7) The drug is CC1CC(=O)NN=C1C2=CC3=C(C=C2)N=C(N3)C4=CC=C(C=C4)OC. The result is 1 (high permeability).